From a dataset of Reaction yield outcomes from USPTO patents with 853,638 reactions. Predict the reaction yield, written as a fraction of the theoretical maximum amount of product (1.0 means a 100% yield; for example, 0.34 means a 34% yield). (1) The reactants are Cl[C:2]1[C:7]([NH2:8])=[CH:6][CH:5]=[CH:4][N:3]=1.[S-:9][C:10]#[N:11].[NH4+].Cl. The catalyst is C(O)C. The product is [N:8]1[C:7]2[C:2](=[N:3][CH:4]=[CH:5][CH:6]=2)[S:9][C:10]=1[NH2:11]. The yield is 0.430. (2) The reactants are C([Si](C)(C)[O:6][C:7]1[C:8](=O)[C:9](=[CH:13]N(C)C)[CH2:10][CH2:11][CH:12]=1)(C)(C)C.[NH:20]([C:24]1[CH:25]=[C:26]([S:30]([NH2:33])(=[O:32])=[O:31])[CH:27]=[CH:28][CH:29]=1)[C:21]([NH2:23])=[NH:22].C(=O)([O-])[O-].[K+].[K+]. The catalyst is CC(N(C)C)=O. The product is [OH:6][C:7]1[C:8]2[N:23]=[C:21]([NH:20][C:24]3[CH:25]=[C:26]([S:30]([NH2:33])(=[O:31])=[O:32])[CH:27]=[CH:28][CH:29]=3)[N:22]=[CH:13][C:9]=2[CH2:10][CH2:11][CH:12]=1. The yield is 0.0650. (3) The reactants are C[O:2][C:3]([C:5]1[S:6][C:7]([C:10]2[CH:15]=[CH:14][CH:13]=[CH:12][CH:11]=2)=[CH:8][CH:9]=1)=[O:4].[OH-].[Na+].Cl. The catalyst is CO.O1CCCC1. The product is [C:10]1([C:7]2[S:6][C:5]([C:3]([OH:4])=[O:2])=[CH:9][CH:8]=2)[CH:11]=[CH:12][CH:13]=[CH:14][CH:15]=1. The yield is 0.971. (4) The reactants are [Cl:1][C:2]1[CH:3]=[C:4]([NH:16][C:17]2[C:26]3[C:21](=[CH:22][CH:23]=[CH:24][C:25]=3[O:27][C@H:28]([CH3:33])[C:29]([O:31]C)=O)[N:20]=[CH:19][N:18]=2)[CH:5]=[CH:6][C:7]=1[O:8][CH2:9][C:10]1[CH:15]=[CH:14][CH:13]=[CH:12][N:11]=1.O.[NH3:35]. The catalyst is C(O)C. The yield is 0.190. The product is [Cl:1][C:2]1[CH:3]=[C:4]([NH:16][C:17]2[C:26]3[C:21](=[CH:22][CH:23]=[CH:24][C:25]=3[O:27][C@H:28]([CH3:33])[C:29]([NH2:35])=[O:31])[N:20]=[CH:19][N:18]=2)[CH:5]=[CH:6][C:7]=1[O:8][CH2:9][C:10]1[CH:15]=[CH:14][CH:13]=[CH:12][N:11]=1. (5) The reactants are [CH3:1][C:2]1([CH3:33])[CH2:8][C:7](=[O:9])[CH2:6][CH2:5][C:4]([CH3:11])([CH3:10])[P:3]1[C:12]1[CH:17]=[CH:16][CH:15]=[CH:14][C:13]=1[C:18]1[C:23]([CH:24]([CH3:26])[CH3:25])=[CH:22][C:21]([CH:27]([CH3:29])[CH3:28])=[CH:20][C:19]=1[CH:30]([CH3:32])[CH3:31].B(F)(F)F.[CH3:38]COCC.C[Si](C=[N+]=[N-])(C)C. The catalyst is Cl. The product is [CH3:33][C:2]1([CH3:1])[CH2:8][C:7](=[O:9])[CH2:38][CH2:6][CH2:5][C:4]([CH3:11])([CH3:10])[P:3]1[C:12]1[CH:17]=[CH:16][CH:15]=[CH:14][C:13]=1[C:18]1[C:23]([CH:24]([CH3:25])[CH3:26])=[CH:22][C:21]([CH:27]([CH3:29])[CH3:28])=[CH:20][C:19]=1[CH:30]([CH3:31])[CH3:32]. The yield is 0.710.